Regression. Given two drug SMILES strings and cell line genomic features, predict the synergy score measuring deviation from expected non-interaction effect. From a dataset of Merck oncology drug combination screen with 23,052 pairs across 39 cell lines. (1) Drug 1: O=C(CCCCCCC(=O)Nc1ccccc1)NO. Drug 2: CCN(CC)CCNC(=O)c1c(C)[nH]c(C=C2C(=O)Nc3ccc(F)cc32)c1C. Cell line: UWB1289. Synergy scores: synergy=13.6. (2) Drug 1: Cc1nc(Nc2ncc(C(=O)Nc3c(C)cccc3Cl)s2)cc(N2CCN(CCO)CC2)n1. Drug 2: Cn1c(=O)n(-c2ccc(C(C)(C)C#N)cc2)c2c3cc(-c4cnc5ccccc5c4)ccc3ncc21. Cell line: COLO320DM. Synergy scores: synergy=28.4.